From a dataset of Forward reaction prediction with 1.9M reactions from USPTO patents (1976-2016). Predict the product of the given reaction. (1) Given the reactants [Cl:1][C:2]1[C:14]2[C:13]3[C:8](=[CH:9][CH:10]=[CH:11][CH:12]=3)[C:7](=[O:15])[C:6]=2[CH:5]=[C:4]([O:16][CH2:17][CH2:18][CH2:19][C:20]([O:22][CH2:23][CH3:24])=[O:21])[CH:3]=1.C[Si](C)(C)[C:27]([F:30])([F:29])[F:28].C(O)(=O)C.[F-].C([N+](CCCC)(CCCC)CCCC)CCC.C1COCC1, predict the reaction product. The product is: [Cl:1][C:2]1[C:14]2[C:13]3[C:8](=[CH:9][CH:10]=[CH:11][CH:12]=3)[C@:7]([OH:15])([C:27]([F:30])([F:29])[F:28])[C:6]=2[CH:5]=[C:4]([O:16][CH2:17][CH2:18][CH2:19][C:20]([O:22][CH2:23][CH3:24])=[O:21])[CH:3]=1. (2) Given the reactants Br[C:2]1[CH:3]=[N:4][C:5]([N:8]2[CH2:13][CH2:12][CH2:11][CH2:10][CH2:9]2)=[N:6][CH:7]=1.C([Li])CCC.CN(C)[CH:21]=[O:22].C(OCC)(=O)C, predict the reaction product. The product is: [N:8]1([C:5]2[N:4]=[CH:3][C:2]([CH:21]=[O:22])=[CH:7][N:6]=2)[CH2:13][CH2:12][CH2:11][CH2:10][CH2:9]1.